This data is from Experimentally validated miRNA-target interactions with 360,000+ pairs, plus equal number of negative samples. The task is: Binary Classification. Given a miRNA mature sequence and a target amino acid sequence, predict their likelihood of interaction. (1) The miRNA is bta-miR-154a with sequence UAGGUUAUCCGUGUAGCCUUCG. The protein sequence of the target gene is MFKNTFQSGFLSILYSIGSKPLQIWDKKVRNGHIKRITDNDIQSLVLEIEGTNVSTTYITCPADPKKTLGIKLPFLVMIIKNLKKYFTFEVQVLDDKNVRRRFRASNYQSTTRVKPFICTMPMRLDDGWNQIQFNLLDFTRRAYGTNYIETLRVQIHANCRIRRVYFSDRLYSEDELPAEFKLYLPVQNKAKQ. Result: 0 (no interaction). (2) The miRNA is gga-miR-15b-5p with sequence UAGCAGCACAUCAUGGUUUGCA. The protein sequence of the target gene is MTGAKRKKKSMLWSKMHTPQCEDIIQWCRRRLPILDWAPHYNLKENLLPDTVSGIMLAVQQVTQGLAFAVLSSVHPVFGLYGSLFPAIIYAIFGMGHHVATGTFALTSLISANAVERIVPQNMQNLTTQSNTSVLGLSDFEMQRIHVAAAVSFLGGVIQVAMFVLQLGSATFVVTEPVISAMTTGAATHVVTSQVKYLLGMKMPYISGPLGFFYIYAYVFENIKSVRLEALLLSLLSIVVLVLVKELNEQFKRKIKVVLPVDLVLIIAASFACYCTNMENTYGLEVVGHIPQGIPSPRAP.... Result: 0 (no interaction).